Dataset: Reaction yield outcomes from USPTO patents with 853,638 reactions. Task: Predict the reaction yield, written as a fraction of the theoretical maximum amount of product (1.0 means a 100% yield; for example, 0.34 means a 34% yield). (1) The reactants are [CH3:1][O:2][C:3]1[CH:8]=[CH:7][C:6]([CH2:9][CH2:10][CH2:11][CH:12]=[O:13])=[CH:5][CH:4]=1.[C:14]([Mg]Br)#[CH:15]. The catalyst is C1COCC1. The product is [CH3:1][O:2][C:3]1[CH:8]=[CH:7][C:6]([CH2:9][CH2:10][CH2:11][CH:12]([OH:13])[C:14]#[CH:15])=[CH:5][CH:4]=1. The yield is 0.470. (2) The reactants are Br[C:2]1[CH:7]=[CH:6][C:5]2[C:8]3[CH2:14][CH2:13][CH2:12][N:11]([C:15]([O:17][C:18]([CH3:21])([CH3:20])[CH3:19])=[O:16])[CH2:10][C:9]=3[S:22][C:4]=2[CH:3]=1.[F:23][C:24]([F:39])([F:38])[C:25]1[CH:26]=[CH:27][C:28]([C:31]2[CH:36]=[CH:35][NH:34][C:33](=[O:37])[CH:32]=2)=[N:29][CH:30]=1. No catalyst specified. The product is [O:37]=[C:33]1[CH:32]=[C:31]([C:28]2[CH:27]=[CH:26][C:25]([C:24]([F:39])([F:23])[F:38])=[CH:30][N:29]=2)[CH:36]=[CH:35][N:34]1[C:2]1[CH:7]=[CH:6][C:5]2[C:8]3[CH2:14][CH2:13][CH2:12][N:11]([C:15]([O:17][C:18]([CH3:21])([CH3:20])[CH3:19])=[O:16])[CH2:10][C:9]=3[S:22][C:4]=2[CH:3]=1. The yield is 0.760. (3) The reactants are [CH2:1]([C:5]1[N:6]=[C:7](SC)[NH:8][C:9](=[O:26])[C:10]=1[CH2:11][C:12]1[CH:17]=[CH:16][C:15]([C:18]2[C:19]([C:24]#[N:25])=[CH:20][CH:21]=[CH:22][CH:23]=2)=[CH:14][CH:13]=1)[CH2:2][CH2:3][CH3:4]. The catalyst is [Ni].COCCOCCOC. The product is [CH2:1]([C:5]1[N:6]=[CH:7][NH:8][C:9](=[O:26])[C:10]=1[CH2:11][C:12]1[CH:17]=[CH:16][C:15]([C:18]2[C:19]([C:24]#[N:25])=[CH:20][CH:21]=[CH:22][CH:23]=2)=[CH:14][CH:13]=1)[CH2:2][CH2:3][CH3:4]. The yield is 0.630. (4) The reactants are [CH:1]1([CH2:4][N:5]([CH2:30][CH2:31][CH3:32])[C:6]([C:8]2[O:12][C:11]([C:13]3[CH:18]=[CH:17][C:16]([O:19][CH2:20][CH2:21][CH2:22][N:23]4[CH2:27][CH2:26][CH2:25][CH:24]4[CH3:28])=[CH:15][CH:14]=3)=[N:10][C:9]=2[CH3:29])=O)[CH2:3][CH2:2]1. The catalyst is O1CCCC1. The product is [CH:1]1([CH2:4][N:5]([CH2:6][C:8]2[O:12][C:11]([C:13]3[CH:14]=[CH:15][C:16]([O:19][CH2:20][CH2:21][CH2:22][N:23]4[CH2:27][CH2:26][CH2:25][CH:24]4[CH3:28])=[CH:17][CH:18]=3)=[N:10][C:9]=2[CH3:29])[CH2:30][CH2:31][CH3:32])[CH2:2][CH2:3]1. The yield is 0.480. (5) The reactants are Br[CH:2]=[C:3]1[C:9]2[CH:10]=[CH:11][C:12]([O:14][CH3:15])=[CH:13][C:8]=2[CH2:7][CH2:6][C:5]2[CH:16]=[CH:17][CH:18]=[CH:19][C:4]1=2.[CH3:20][S:21]([NH:24][C:25]1[CH:30]=[CH:29][C:28](B(O)O)=[CH:27][CH:26]=1)(=[O:23])=[O:22]. No catalyst specified. The product is [CH3:15][O:14][C:12]1[CH:11]=[CH:10][C:9]2[C:3](=[CH:2][C:26]3[CH:27]=[CH:28][CH:29]=[CH:30][C:25]=3[NH:24][S:21]([CH3:20])(=[O:23])=[O:22])[C:4]3[CH:19]=[CH:18][CH:17]=[CH:16][C:5]=3[CH2:6][CH2:7][C:8]=2[CH:13]=1. The yield is 0.270. (6) The reactants are [CH2:1]([O:8][N:9]1[C:15](=[O:16])[N:14]2[CH2:17][C@H:10]1[CH2:11][CH2:12][C@H:13]2[C:18]([OH:20])=O)[C:2]1[CH:7]=[CH:6][CH:5]=[CH:4][CH:3]=1.[NH:21]([C:23](=[O:35])[CH2:24][CH2:25][CH2:26][NH:27][C:28](=[O:34])[O:29][C:30]([CH3:33])([CH3:32])[CH3:31])[NH2:22].CN(C(ON1N=NC2C=CC=NC1=2)=[N+](C)C)C.F[P-](F)(F)(F)(F)F.CCN(C(C)C)C(C)C. The catalyst is C(Cl)Cl. The product is [CH2:1]([O:8][N:9]1[C:15](=[O:16])[N:14]2[CH2:17][C@H:10]1[CH2:11][CH2:12][C@H:13]2[C:18]([NH:22][NH:21][C:23](=[O:35])[CH2:24][CH2:25][CH2:26][NH:27][C:28](=[O:34])[O:29][C:30]([CH3:31])([CH3:33])[CH3:32])=[O:20])[C:2]1[CH:3]=[CH:4][CH:5]=[CH:6][CH:7]=1. The yield is 0.930. (7) The reactants are [Cl:1][C:2]1[C:3]([CH3:30])=[C:4]([NH:10][C@H:11]([C@@H:27]([OH:29])[CH3:28])[C:12]([NH:14][NH:15][C:16]([C:18]2[CH:19]=[C:20]3[C:24](=[CH:25][CH:26]=2)[NH:23][CH:22]=[CH:21]3)=[O:17])=[O:13])[CH:5]=[CH:6][C:7]=1[C:8]#[N:9].CN(C=O)C.N1C=CN=C1.[C:41]([Si:45](Cl)([CH3:47])[CH3:46])([CH3:44])([CH3:43])[CH3:42]. The catalyst is CCOC(C)=O.O. The product is [Si:45]([O:29][C@@H:27]([CH3:28])[C@@H:11]([NH:10][C:4]1[CH:5]=[CH:6][C:7]([C:8]#[N:9])=[C:2]([Cl:1])[C:3]=1[CH3:30])[C:12]([NH:14][NH:15][C:16]([C:18]1[CH:19]=[C:20]2[C:24](=[CH:25][CH:26]=1)[NH:23][CH:22]=[CH:21]2)=[O:17])=[O:13])([C:41]([CH3:44])([CH3:43])[CH3:42])([CH3:47])[CH3:46]. The yield is 0.350. (8) The reactants are [C:1]([O:5][C:6](=[O:37])[NH:7][C:8]1[CH:13]=[CH:12][CH:11]=[C:10]([C:14]2[CH:19]=[CH:18][C:17]([S:20]([N:23]3[CH2:27][CH2:26][CH2:25][CH:24]3[C:28](C)(C)[O:29][SiH2]C(C)(C)C)(=[O:22])=[O:21])=[CH:16][CH:15]=2)[N:9]=1)([CH3:4])([CH3:3])[CH3:2].CCCC[N+](CCCC)(CCCC)CCCC.[F-]. The catalyst is C(Cl)Cl. The product is [C:1]([O:5][C:6](=[O:37])[NH:7][C:8]1[CH:13]=[CH:12][CH:11]=[C:10]([C:14]2[CH:19]=[CH:18][C:17]([S:20]([N:23]3[CH2:27][CH2:26][CH2:25][CH:24]3[CH2:28][OH:29])(=[O:22])=[O:21])=[CH:16][CH:15]=2)[N:9]=1)([CH3:4])([CH3:2])[CH3:3]. The yield is 0.860.